Task: Predict the reactants needed to synthesize the given product.. Dataset: Full USPTO retrosynthesis dataset with 1.9M reactions from patents (1976-2016) (1) Given the product [Cl:48][C:47]1[CH:46]=[CH:45][C:44]([CH2:49][CH2:50][C:51]([O:53][CH3:54])=[O:52])=[CH:43][C:42]=1[NH:41][C:35](=[O:36])[CH2:34][C@H:14]1[O:15][C@H:16]([C:24]2[CH:29]=[CH:28][CH:27]=[C:26]([O:30][CH3:31])[C:25]=2[O:32][CH3:33])[C:17]2[CH:22]=[C:21]([Cl:23])[CH:20]=[CH:19][C:18]=2[N:12]([CH2:11][C:10]([CH3:39])([CH3:40])[CH2:9][O:8][C:5](=[O:7])[CH3:6])[C:13]1=[O:38], predict the reactants needed to synthesize it. The reactants are: S(Cl)(Cl)=O.[C:5]([O:8][CH2:9][C:10]([CH3:40])([CH3:39])[CH2:11][N:12]1[C:18]2[CH:19]=[CH:20][C:21]([Cl:23])=[CH:22][C:17]=2[C@@H:16]([C:24]2[CH:29]=[CH:28][CH:27]=[C:26]([O:30][CH3:31])[C:25]=2[O:32][CH3:33])[O:15][C@H:14]([CH2:34][C:35](O)=[O:36])[C:13]1=[O:38])(=[O:7])[CH3:6].[NH2:41][C:42]1[CH:43]=[C:44]([CH2:49][CH2:50][C:51]([O:53][CH3:54])=[O:52])[CH:45]=[CH:46][C:47]=1[Cl:48].C(N(CC)CC)C. (2) The reactants are: [O:1]1[CH:5]=[CH:4][CH:3]=[C:2]1[CH:6]1OC(C)(C)C(C)(C)O1.BrC1[CH:28]=[CH:27][C:19]([C:20]([O:22][C:23]([CH3:26])([CH3:25])[CH3:24])=[O:21])=[CH:18][CH:17]=1.C(=O)([O-])[O-].[Na+].[Na+].O1CCOCC1. Given the product [O:1]1[CH:5]=[CH:4][CH:3]=[C:2]1[C:6]1[CH:28]=[CH:27][C:19]([C:20]([O:22][C:23]([CH3:24])([CH3:25])[CH3:26])=[O:21])=[CH:18][CH:17]=1, predict the reactants needed to synthesize it.